Dataset: Reaction yield outcomes from USPTO patents with 853,638 reactions. Task: Predict the reaction yield, written as a fraction of the theoretical maximum amount of product (1.0 means a 100% yield; for example, 0.34 means a 34% yield). (1) The reactants are Cl[C:2]1[CH:3]=[CH:4][N:5]2[C:10]([C:11]=1[CH3:12])=[C:9]([CH:13]1[CH2:15][CH2:14]1)[CH:8]=[C:7]([C:16]([O:18][CH3:19])=[O:17])[C:6]2=[O:20].[Cl:21][C:22]1[CH:28]=[C:27](B2OC(C)(C)C(C)(C)O2)[CH:26]=[CH:25][C:23]=1[NH2:24]. No catalyst specified. The product is [NH2:24][C:23]1[CH:25]=[CH:26][C:27]([C:2]2[CH:3]=[CH:4][N:5]3[C:10]([C:11]=2[CH3:12])=[C:9]([CH:13]2[CH2:15][CH2:14]2)[CH:8]=[C:7]([C:16]([O:18][CH3:19])=[O:17])[C:6]3=[O:20])=[CH:28][C:22]=1[Cl:21]. The yield is 0.620. (2) The reactants are Cl[C:2]1[N:3]=[C:4]2[C:9](=[CH:10][CH:11]=1)[N:8]=[CH:7][C:6]([C:12]([CH:14]1[CH2:17][CH2:16][CH2:15]1)=[O:13])=[C:5]2[NH:18][CH:19]1[CH2:24][CH2:23][CH:22]([CH2:25][N:26]([CH3:28])[CH3:27])[CH2:21][CH2:20]1.[Cl:29][C:30]1[CH:35]=[C:34](B2OC(C)(C)C(C)(C)O2)[CH:33]=[C:32]([F:45])[C:31]=1[OH:46]. No catalyst specified. The product is [Cl:29][C:30]1[CH:35]=[C:34]([C:2]2[N:3]=[C:4]3[C:9](=[CH:10][CH:11]=2)[N:8]=[CH:7][C:6]([C:12]([CH:14]2[CH2:15][CH2:16][CH2:17]2)=[O:13])=[C:5]3[NH:18][CH:19]2[CH2:20][CH2:21][CH:22]([CH2:25][N:26]([CH3:27])[CH3:28])[CH2:23][CH2:24]2)[CH:33]=[C:32]([F:45])[C:31]=1[OH:46]. The yield is 0.770. (3) The reactants are [F:1][CH:2]([F:22])[O:3][C:4]1[CH:9]=[CH:8][C:7]([CH:10]([OH:21])[C:11]([C:13]2[CH:18]=[C:17]([F:19])[CH:16]=[C:15]([F:20])[CH:14]=2)=[O:12])=[CH:6][CH:5]=1.[N+]([O-])([O-])=O.[NH4+].C(OCC)(=O)C. The catalyst is C(O)(=O)C.O.C(O[Cu]OC(=O)C)(=O)C. The product is [F:22][CH:2]([F:1])[O:3][C:4]1[CH:9]=[CH:8][C:7]([C:10](=[O:21])[C:11]([C:13]2[CH:14]=[C:15]([F:20])[CH:16]=[C:17]([F:19])[CH:18]=2)=[O:12])=[CH:6][CH:5]=1. The yield is 1.00. (4) The reactants are [NH:1]1[C:9]2[C:4](=[CH:5][CH:6]=[CH:7][CH:8]=2)[C:3]2([C:21]3[C:12](=[CH:13][C:14]4[O:19][CH2:18][CH2:17][O:16][C:15]=4[CH:20]=3)[O:11][CH2:10]2)[C:2]1=[O:22].C(N(CC)CC)C.[C:30](O[C:30]([O:32][C:33]([CH3:36])([CH3:35])[CH3:34])=[O:31])([O:32][C:33]([CH3:36])([CH3:35])[CH3:34])=[O:31]. The catalyst is CN(C)C1C=CN=CC=1.CN(C)C=O.C(OCC)(=O)C. The product is [O:22]=[C:2]1[C:3]2([C:21]3[C:12](=[CH:13][C:14]4[O:19][CH2:18][CH2:17][O:16][C:15]=4[CH:20]=3)[O:11][CH2:10]2)[C:4]2[C:9](=[CH:8][CH:7]=[CH:6][CH:5]=2)[N:1]1[C:30]([O:32][C:33]([CH3:36])([CH3:35])[CH3:34])=[O:31]. The yield is 0.790. (5) The reactants are [CH2:1]([N:5]([CH2:18][CH2:19][CH2:20][CH3:21])[C:6]1[CH:11]=[CH:10][C:9]([CH:12]=[CH:13][CH:14]=O)=[C:8]([O:16][CH3:17])[CH:7]=1)[CH2:2][CH2:3][CH3:4].[C:22]([C:24]1[C:25](=[C:32]([C:35]#[N:36])[C:33]#[N:34])[O:26][C:27]([CH3:31])([CH3:30])[C:28]=1[CH3:29])#[N:23].C([O-])(=O)C.[NH4+]. The catalyst is C(O)C. The product is [CH2:1]([N:5]([CH2:18][CH2:19][CH2:20][CH3:21])[C:6]1[CH:11]=[CH:10][C:9]([CH:12]=[CH:13][CH:14]=[CH:29][C:28]2[C:27]([CH3:30])([CH3:31])[O:26][C:25](=[C:32]([C:33]#[N:34])[C:35]#[N:36])[C:24]=2[C:22]#[N:23])=[C:8]([O:16][CH3:17])[CH:7]=1)[CH2:2][CH2:3][CH3:4]. The yield is 0.745. (6) The reactants are [CH2:1]([O:8][C:9]1[CH:10]=[C:11]2[C:16](=[CH:17][CH:18]=1)[C:15](=[O:19])[N:14]([CH2:20][CH:21]([CH3:23])[CH3:22])[C:13]([CH2:24][NH:25]C(=O)OC(C)(C)C)=[C:12]2[C:33]1[S:34][CH:35]=[CH:36][CH:37]=1)[C:2]1[CH:7]=[CH:6][CH:5]=[CH:4][CH:3]=1.[ClH:38]. The catalyst is C(OCC)(=O)C. The product is [ClH:38].[NH2:25][CH2:24][C:13]1[N:14]([CH2:20][CH:21]([CH3:23])[CH3:22])[C:15](=[O:19])[C:16]2[C:11]([C:12]=1[C:33]1[S:34][CH:35]=[CH:36][CH:37]=1)=[CH:10][C:9]([O:8][CH2:1][C:2]1[CH:3]=[CH:4][CH:5]=[CH:6][CH:7]=1)=[CH:18][CH:17]=2. The yield is 0.846.